From a dataset of Full USPTO retrosynthesis dataset with 1.9M reactions from patents (1976-2016). Predict the reactants needed to synthesize the given product. (1) Given the product [OH:21][CH:22]([C:24]1[CH:25]=[C:26]([C:42]([N:7]([CH3:8])[CH3:6])=[O:44])[CH:27]=[C:28]2[C:33]=1[O:32][C:31]([N:34]1[CH2:39][CH2:38][O:37][C@H:36]([CH3:40])[CH2:35]1)=[CH:30][C:29]2=[O:41])[CH3:23], predict the reactants needed to synthesize it. The reactants are: [B-](F)(F)(F)F.[CH3:6][N:7](C(ON1C(=O)CCC1=O)=[N+](C)C)[CH3:8].[OH:21][CH:22]([C:24]1[CH:25]=[C:26]([C:42]([OH:44])=O)[CH:27]=[C:28]2[C:33]=1[O:32][C:31]([N:34]1[CH2:39][CH2:38][O:37][C@H:36]([CH3:40])[CH2:35]1)=[CH:30][C:29]2=[O:41])[CH3:23].C(N(C(C)C)C(C)C)C.CNC. (2) Given the product [OH:1][C:2]([CH3:34])([CH3:35])[CH2:3][C@@:4]1([C:28]2[CH:33]=[CH:32][CH:31]=[CH:30][CH:29]=2)[O:9][C:8](=[O:10])[N:7]([C@H:11]([C:13]2[CH:14]=[CH:15][C:16]([C:37]3[CH:38]=[CH:39][C:40]([C:43]4([C:49]([NH2:51])=[O:50])[CH2:48][CH2:47][O:46][CH2:45][CH2:44]4)=[N:41][CH:42]=3)=[CH:17][CH:18]=2)[CH3:12])[CH2:6][CH2:5]1, predict the reactants needed to synthesize it. The reactants are: [OH:1][C:2]([CH3:35])([CH3:34])[CH2:3][C@@:4]1([C:28]2[CH:33]=[CH:32][CH:31]=[CH:30][CH:29]=2)[O:9][C:8](=[O:10])[N:7]([C@H:11]([C:13]2[CH:18]=[CH:17][C:16](B3OC(C)(C)C(C)(C)O3)=[CH:15][CH:14]=2)[CH3:12])[CH2:6][CH2:5]1.Br[C:37]1[CH:38]=[CH:39][C:40]([C:43]2([C:49]([NH2:51])=[O:50])[CH2:48][CH2:47][O:46][CH2:45][CH2:44]2)=[N:41][CH:42]=1. (3) Given the product [Cl:16][C:17]1[CH:22]=[CH:21][C:20]([NH:23][S:7]([C:10]([F:11])([F:12])[F:13])(=[O:8])=[O:9])=[C:19]([S:24][C:25]2[CH:30]=[CH:29][C:28]([Cl:31])=[CH:27][CH:26]=2)[CH:18]=1, predict the reactants needed to synthesize it. The reactants are: [F:11][C:10]([F:13])([F:12])[S:7](O[S:7]([C:10]([F:13])([F:12])[F:11])(=[O:9])=[O:8])(=[O:9])=[O:8].[Cl:16][C:17]1[CH:22]=[CH:21][C:20]([NH2:23])=[C:19]([S:24][C:25]2[CH:30]=[CH:29][C:28]([Cl:31])=[CH:27][CH:26]=2)[CH:18]=1.O.